Task: Predict which catalyst facilitates the given reaction.. Dataset: Catalyst prediction with 721,799 reactions and 888 catalyst types from USPTO (1) Reactant: Br[C:2]1[CH:3]=[CH:4][C:5]([OH:11])=[C:6]([C:8](=[O:10])[CH3:9])[CH:7]=1.[B:12]1([B:12]2[O:16][C:15]([CH3:18])([CH3:17])[C:14]([CH3:20])([CH3:19])[O:13]2)[O:16][C:15]([CH3:18])([CH3:17])[C:14]([CH3:20])([CH3:19])[O:13]1.CC([O-])=O.[K+]. Product: [OH:11][C:5]1[CH:4]=[CH:3][C:2]([B:12]2[O:16][C:15]([CH3:18])([CH3:17])[C:14]([CH3:20])([CH3:19])[O:13]2)=[CH:7][C:6]=1[C:8](=[O:10])[CH3:9]. The catalyst class is: 75. (2) Reactant: [C:1]([O:5][C:6](=[O:21])[CH2:7][O:8][C:9]1[C:14]2[CH2:15][CH2:16][CH2:17][CH2:18][CH:19]([NH2:20])[C:13]=2[CH:12]=[CH:11][CH:10]=1)([CH3:4])([CH3:3])[CH3:2].[CH3:22][S:23]([C:26]1[CH:27]=[C:28]([S:32](Cl)(=[O:34])=[O:33])[CH:29]=[CH:30][CH:31]=1)(=[O:25])=[O:24].C(N(C(C)C)CC)(C)C. Product: [C:1]([O:5][C:6](=[O:21])[CH2:7][O:8][C:9]1[C:14]2[CH2:15][CH2:16][CH2:17][CH2:18][CH:19]([NH:20][S:32]([C:28]3[CH:29]=[CH:30][CH:31]=[C:26]([S:23]([CH3:22])(=[O:25])=[O:24])[CH:27]=3)(=[O:34])=[O:33])[C:13]=2[CH:12]=[CH:11][CH:10]=1)([CH3:4])([CH3:2])[CH3:3]. The catalyst class is: 2. (3) Reactant: [CH:1]([C:3]1[CH:34]=[CH:33][C:6]2[N:7]=[C:8]([N:10]3[CH2:15][CH2:14][N:13]([C:16](=[O:32])[C@@H:17]([NH:24][C:25](=[O:31])[O:26][C:27]([CH3:30])([CH3:29])[CH3:28])[CH2:18][C:19]4[S:20][CH:21]=[CH:22][CH:23]=4)[CH2:12][CH2:11]3)[S:9][C:5]=2[CH:4]=1)=O.[CH:35]1([NH2:40])[CH2:39][CH2:38][CH2:37][CH2:36]1.C(O[BH-](OC(=O)C)OC(=O)C)(=O)C.[Na+]. Product: [CH:35]1([NH:40][CH2:1][C:3]2[CH:34]=[CH:33][C:6]3[N:7]=[C:8]([N:10]4[CH2:11][CH2:12][N:13]([C:16](=[O:32])[C@@H:17]([NH:24][C:25](=[O:31])[O:26][C:27]([CH3:30])([CH3:29])[CH3:28])[CH2:18][C:19]5[S:20][CH:21]=[CH:22][CH:23]=5)[CH2:14][CH2:15]4)[S:9][C:5]=3[CH:4]=2)[CH2:39][CH2:38][CH2:37][CH2:36]1. The catalyst class is: 2. (4) Reactant: C([O:3][C:4](=[O:18])[CH2:5][N:6]([C:10]1[S:11][C:12]([C:16]#[N:17])=[C:13]([Br:15])[CH:14]=1)[CH2:7][CH2:8][CH3:9])C.CO.[OH-].[Na+]. Product: [Br:15][C:13]1[CH:14]=[C:10]([N:6]([CH2:7][CH2:8][CH3:9])[CH2:5][C:4]([OH:18])=[O:3])[S:11][C:12]=1[C:16]#[N:17]. The catalyst class is: 6. (5) Reactant: C[O:2][C:3]([C:5]1[CH:14]=[C:13]2[C:8]([CH2:9][CH2:10][CH2:11][N:12]2[C:15]([O:17][C:18]([CH3:21])([CH3:20])[CH3:19])=[O:16])=[CH:7][CH:6]=1)=[O:4].[OH-].[Na+]. Product: [C:18]([O:17][C:15]([N:12]1[C:13]2[C:8](=[CH:7][CH:6]=[C:5]([C:3]([OH:4])=[O:2])[CH:14]=2)[CH2:9][CH2:10][CH2:11]1)=[O:16])([CH3:21])([CH3:19])[CH3:20]. The catalyst class is: 5.